Dataset: HIV replication inhibition screening data with 41,000+ compounds from the AIDS Antiviral Screen. Task: Binary Classification. Given a drug SMILES string, predict its activity (active/inactive) in a high-throughput screening assay against a specified biological target. (1) The drug is O=C1Nc2ccccc2N2C(=O)CCC12. The result is 0 (inactive). (2) The molecule is CCCCCCCCCCCCOP(=O)(O)OCC(N)C(=O)O.N. The result is 0 (inactive). (3) The drug is O=C1c2ccccc2C(=O)N1CSS(=O)(=O)O.c1ccncc1. The result is 0 (inactive). (4) The compound is Cc1cc(Cc2c(F)c(F)c(C(c3cc(C)no3)c3c(F)c(F)c(F)c(F)c3F)c(F)c2F)on1. The result is 0 (inactive).